From a dataset of Forward reaction prediction with 1.9M reactions from USPTO patents (1976-2016). Predict the product of the given reaction. (1) Given the reactants [NH2:1][CH2:2][CH2:3][C:4]([OH:6])=[O:5].C[Si](Cl)(C)C.C(N(CC)CC)C.[C:19]([O:23][C:24]([NH:26][C:27](=[N:30][C:31]([O:33][C:34]([CH3:37])([CH3:36])[CH3:35])=[O:32])SC)=[O:25])([CH3:22])([CH3:21])[CH3:20].[CH2:38](O)[CH2:39][CH2:40][CH:41]=C.C1CCC(N=C=NC2CCCCC2)CC1, predict the reaction product. The product is: [CH3:20][C:19]([O:23][C:24]([NH:26][C:27]([NH:1][CH2:2][CH2:3][C:4]([O:6][CH2:41][CH2:40][CH:39]=[CH2:38])=[O:5])=[N:30][C:31]([O:33][C:34]([CH3:37])([CH3:36])[CH3:35])=[O:32])=[O:25])([CH3:22])[CH3:21]. (2) Given the reactants [CH3:1][CH:2]1[CH2:7][CH2:6][CH2:5][NH:4][CH2:3]1.[CH:8]([C:10]1[CH:25]=[CH:24][C:13]([O:14][C:15]2[CH:23]=[CH:22][C:18]([C:19]([NH2:21])=[O:20])=[CH:17][N:16]=2)=[CH:12][CH:11]=1)=O.C(O[BH-](OC(=O)C)OC(=O)C)(=O)C.[Na+].C(O)(=O)C, predict the reaction product. The product is: [CH3:1][CH:2]1[CH2:7][CH2:6][CH2:5][N:4]([CH2:8][C:10]2[CH:25]=[CH:24][C:13]([O:14][C:15]3[CH:23]=[CH:22][C:18]([C:19]([NH2:21])=[O:20])=[CH:17][N:16]=3)=[CH:12][CH:11]=2)[CH2:3]1. (3) Given the reactants [CH3:1][N:2]([CH3:17])[C:3]([C:5]1[CH:6]=[C:7]([OH:16])[C:8]2[N:12]=[C:11]([CH3:13])[N:10]([CH3:14])[C:9]=2[CH:15]=1)=[O:4].C(=O)([O-])[O-].[Na+].[Na+].[CH2:24]([C:26]1[CH:33]=[CH:32][CH:31]=[C:30]([CH3:34])[C:27]=1[CH2:28]Cl)[CH3:25], predict the reaction product. The product is: [CH3:17][N:2]([CH3:1])[C:3]([C:5]1[CH:6]=[C:7]([O:16][CH2:28][C:27]2[C:30]([CH3:34])=[CH:31][CH:32]=[CH:33][C:26]=2[CH2:24][CH3:25])[C:8]2[N:12]=[C:11]([CH3:13])[N:10]([CH3:14])[C:9]=2[CH:15]=1)=[O:4]. (4) Given the reactants [Cl:1][C:2]1[CH:10]=[CH:9][C:5]2[O:6][CH2:7][O:8][C:4]=2[C:3]=1[NH:11][C:12]1[C:20]2[C:19]3[CH2:21][NH:22][CH2:23][CH2:24][C:18]=3[NH:17][C:16]=2[N:15]=[CH:14][CH:13]=1.CCN(C(C)C)C(C)C.[CH:34]1([C:37](Cl)=[O:38])[CH2:36][CH2:35]1, predict the reaction product. The product is: [Cl:1][C:2]1[CH:10]=[CH:9][C:5]2[O:6][CH2:7][O:8][C:4]=2[C:3]=1[NH:11][C:12]1[C:20]2[C:19]3[CH2:21][N:22]([C:37]([CH:34]4[CH2:36][CH2:35]4)=[O:38])[CH2:23][CH2:24][C:18]=3[NH:17][C:16]=2[N:15]=[CH:14][CH:13]=1. (5) Given the reactants CS(O[CH2:6][C:7]1[CH:12]=[C:11]([O:13][C@H:14]2[CH2:19][CH2:18][C@@H:17]([N:20]3[CH2:23][C:22]([CH2:46][C:47]#[N:48])([N:24]4[CH:28]=[C:27]([C:29]5[C:30]6[CH:37]=[CH:36][N:35]([CH2:38][O:39][CH2:40][CH2:41][Si:42]([CH3:45])([CH3:44])[CH3:43])[C:31]=6[N:32]=[CH:33][N:34]=5)[CH:26]=[N:25]4)[CH2:21]3)[CH2:16][CH2:15]2)[N:10]=[C:9]([C:49]([F:52])([F:51])[F:50])[N:8]=1)(=O)=O.[CH3:53][NH:54][CH3:55], predict the reaction product. The product is: [CH3:53][N:54]([CH2:6][C:7]1[N:8]=[C:9]([C:49]([F:51])([F:52])[F:50])[N:10]=[C:11]([O:13][C@@H:14]2[CH2:19][CH2:18][C@H:17]([N:20]3[CH2:21][C:22]([CH2:46][C:47]#[N:48])([N:24]4[CH:28]=[C:27]([C:29]5[C:30]6[CH:37]=[CH:36][N:35]([CH2:38][O:39][CH2:40][CH2:41][Si:42]([CH3:44])([CH3:45])[CH3:43])[C:31]=6[N:32]=[CH:33][N:34]=5)[CH:26]=[N:25]4)[CH2:23]3)[CH2:16][CH2:15]2)[CH:12]=1)[CH3:55]. (6) Given the reactants [NH2:1][C:2]1[N:6]([C:7]2[C:12]([Cl:13])=[CH:11][C:10]([C:14]([F:17])([F:16])[F:15])=[CH:9][C:8]=2[Cl:18])[N:5]=[C:4]([C:19]#[N:20])[C:3]=1[S:21]([CH3:23])=[O:22].[CH:24](OCC)(OCC)[O:25][CH2:26][CH3:27], predict the reaction product. The product is: [Cl:18][C:8]1[CH:9]=[C:10]([C:14]([F:15])([F:16])[F:17])[CH:11]=[C:12]([Cl:13])[C:7]=1[N:6]1[C:2]([N:1]=[CH:24][O:25][CH2:26][CH3:27])=[C:3]([S:21]([CH3:23])=[O:22])[C:4]([C:19]#[N:20])=[N:5]1. (7) Given the reactants Cl[C:2]1[C:11]2[C:6](=[C:7]([O:14][CH3:15])[C:8]([O:12][CH3:13])=[CH:9][CH:10]=2)[CH:5]=[C:4]([NH:16][C:17]2[CH:21]=[C:20]([CH3:22])[NH:19][N:18]=2)[N:3]=1.[C:23]1(B(O)O)[CH:28]=[CH:27][CH:26]=[CH:25][CH:24]=1, predict the reaction product. The product is: [CH3:15][O:14][C:7]1[C:8]([O:12][CH3:13])=[CH:9][CH:10]=[C:11]2[C:6]=1[CH:5]=[C:4]([NH:16][C:17]1[CH:21]=[C:20]([CH3:22])[NH:19][N:18]=1)[N:3]=[C:2]2[C:23]1[CH:28]=[CH:27][CH:26]=[CH:25][CH:24]=1. (8) Given the reactants Br[C:2]1[CH:9]=[C:8]([O:10][CH2:11][CH2:12][CH2:13][Br:14])[CH:7]=[CH:6][C:3]=1[CH:4]=[O:5].[B:15]1([B:15]2[O:19][C:18]([CH3:21])([CH3:20])[C:17]([CH3:23])([CH3:22])[O:16]2)[O:19][C:18]([CH3:21])([CH3:20])[C:17]([CH3:23])([CH3:22])[O:16]1.CC([O-])=O.[K+], predict the reaction product. The product is: [Br:14][CH2:13][CH2:12][CH2:11][O:10][C:8]1[CH:7]=[CH:6][C:3]([CH:4]=[O:5])=[C:2]([B:15]2[O:19][C:18]([CH3:21])([CH3:20])[C:17]([CH3:23])([CH3:22])[O:16]2)[CH:9]=1. (9) The product is: [CH3:21][N:22]([CH3:36])[CH2:23][CH2:24][S:25]([NH:28][C:29]1[CH:35]=[CH:34][C:32]([NH:33]/[C:4](=[C:11]2\[C:12](=[O:20])[NH:13][C:14]3[C:19]\2=[CH:18][CH:17]=[CH:16][CH:15]=3)/[C:5]2[CH:6]=[CH:7][CH:8]=[CH:9][CH:10]=2)=[CH:31][CH:30]=1)(=[O:27])=[O:26]. Given the reactants C(O[C:4](=[C:11]1[C:19]2[C:14](=[CH:15][CH:16]=[CH:17][CH:18]=2)[NH:13][C:12]1=[O:20])[C:5]1[CH:10]=[CH:9][CH:8]=[CH:7][CH:6]=1)C.[CH3:21][N:22]([CH3:36])[CH2:23][CH2:24][S:25]([NH:28][C:29]1[CH:35]=[CH:34][C:32]([NH2:33])=[CH:31][CH:30]=1)(=[O:27])=[O:26], predict the reaction product. (10) Given the reactants Br[C:2]1[S:6][C:5]([C:7]([O:9][CH2:10][CH3:11])=[O:8])=[CH:4][CH:3]=1.[Cl:12][C:13]1[CH:18]=[CH:17][C:16](B(O)O)=[CH:15][CH:14]=1, predict the reaction product. The product is: [Cl:12][C:13]1[CH:18]=[CH:17][C:16]([C:2]2[S:6][C:5]([C:7]([O:9][CH2:10][CH3:11])=[O:8])=[CH:4][CH:3]=2)=[CH:15][CH:14]=1.